Dataset: Reaction yield outcomes from USPTO patents with 853,638 reactions. Task: Predict the reaction yield, written as a fraction of the theoretical maximum amount of product (1.0 means a 100% yield; for example, 0.34 means a 34% yield). (1) The reactants are [NH2:1][C@@H:2]([CH2:24][C:25]1[CH:30]=[CH:29][CH:28]=[CH:27][CH:26]=1)[CH2:3][C@H:4]([OH:23])[C@@H:5]([NH:13][C:14](=[O:22])[O:15][CH2:16][C:17]1[S:21][CH:20]=[N:19][CH:18]=1)[CH2:6][C:7]1[CH:12]=[CH:11][CH:10]=[CH:9][CH:8]=1.Cl[C:32]([O:34][CH3:35])=[O:33]. The catalyst is CN(C1C=CN=CC=1)C.CN(C=O)C. The product is [CH2:24]([C@H:2]([NH:1][C:32](=[O:33])[O:34][CH3:35])[CH2:3][C@H:4]([OH:23])[C@@H:5]([NH:13][C:14]([O:15][CH2:16][C:17]1[S:21][CH:20]=[N:19][CH:18]=1)=[O:22])[CH2:6][C:7]1[CH:12]=[CH:11][CH:10]=[CH:9][CH:8]=1)[C:25]1[CH:26]=[CH:27][CH:28]=[CH:29][CH:30]=1. The yield is 0.227. (2) The reactants are [CH3:1][C:2]1([CH3:18])[C:6](=O)[CH2:5][N:4]([C:8]([O:10][CH2:11][C:12]2[CH:17]=[CH:16][CH:15]=[CH:14][CH:13]=2)=[O:9])[CH2:3]1.C([O-])(=O)C.[Na+].[CH3:24][O:25][NH3+:26].[Cl-]. The catalyst is CO. The product is [CH3:24][O:25]/[N:26]=[C:6]1/[C:2]([CH3:18])([CH3:1])[CH2:3][N:4]([C:8]([O:10][CH2:11][C:12]2[CH:17]=[CH:16][CH:15]=[CH:14][CH:13]=2)=[O:9])[CH2:5]/1. The yield is 0.970.